Dataset: Peptide-MHC class I binding affinity with 185,985 pairs from IEDB/IMGT. Task: Regression. Given a peptide amino acid sequence and an MHC pseudo amino acid sequence, predict their binding affinity value. This is MHC class I binding data. (1) The peptide sequence is ARVAASLAK. The MHC is HLA-A80:01 with pseudo-sequence HLA-A80:01. The binding affinity (normalized) is 0.0847. (2) The peptide sequence is AVLDRDGNFR. The MHC is HLA-A03:01 with pseudo-sequence HLA-A03:01. The binding affinity (normalized) is 0.385. (3) The peptide sequence is VSFICTTIL. The MHC is HLA-C15:02 with pseudo-sequence HLA-C15:02. The binding affinity (normalized) is 0.140. (4) The peptide sequence is SFGAGTLAK. The MHC is HLA-B07:02 with pseudo-sequence HLA-B07:02. The binding affinity (normalized) is 0.0847. (5) The binding affinity (normalized) is 0.213. The MHC is HLA-B08:01 with pseudo-sequence HLA-B08:01. The peptide sequence is LIGFALFGV. (6) The peptide sequence is RQDSGYDSL. The MHC is H-2-Kb with pseudo-sequence H-2-Kb. The binding affinity (normalized) is 0.0447. (7) The peptide sequence is PELGAFFAI. The MHC is HLA-B18:01 with pseudo-sequence HLA-B18:01. The binding affinity (normalized) is 0.0847. (8) The peptide sequence is RRDYRRGL. The MHC is Patr-A0901 with pseudo-sequence Patr-A0901. The binding affinity (normalized) is 0.358. (9) The peptide sequence is TEFFMSRKL. The MHC is HLA-A02:01 with pseudo-sequence HLA-A02:01. The binding affinity (normalized) is 0.0847. (10) The peptide sequence is VSDGGPNLY. The MHC is HLA-C08:02 with pseudo-sequence HLA-C08:02. The binding affinity (normalized) is 0.588.